This data is from Catalyst prediction with 721,799 reactions and 888 catalyst types from USPTO. The task is: Predict which catalyst facilitates the given reaction. (1) Product: [C:1]([O-:24])(=[O:23])[CH2:2][CH2:3][CH2:4][CH2:5][CH2:6][CH2:7][CH2:8][CH2:9][CH2:10][CH2:11][CH2:12][CH2:13][CH2:14][CH2:15][CH2:16][CH2:17][CH2:18][CH2:19][CH2:20][CH2:21][CH3:22].[Na+:48]. The catalyst class is: 6. Reactant: [C:1]([OH:24])(=[O:23])[CH2:2][CH2:3][CH2:4][CH2:5][CH2:6][CH2:7][CH2:8][CH2:9][CH2:10][CH2:11][CH2:12][CH2:13][CH2:14][CH2:15][CH2:16][CH2:17][CH2:18][CH2:19][CH2:20][CH2:21][CH3:22].C(O)(=O)CCCCCCCCCCCCCCCCCCC.[OH-].[Na+:48].[N+]([O-])(O)=O. (2) Reactant: [F:1][C:2]1[CH:7]=[CH:6][C:5]([NH:8][CH:9]=[O:10])=[CH:4][C:3]=1[N+:11]([O-:13])=[O:12].C(=O)([O-])[O-].[K+].[K+].Br[CH:21]([C:23](=[O:25])[CH3:24])[CH3:22]. Product: [F:1][C:2]1[CH:7]=[CH:6][C:5]([N:8]([CH:21]([CH3:22])[C:23](=[O:25])[CH3:24])[CH:9]=[O:10])=[CH:4][C:3]=1[N+:11]([O-:13])=[O:12]. The catalyst class is: 42. (3) Product: [NH2:9][C:8]1[C:7]2[C:6]([C:10]3[CH:15]=[C:14]([O:16][CH3:17])[CH:13]=[CH:12][N:11]=3)=[N:5][C:4]([S:18][CH3:19])=[N:3][C:2]=2[S:20][C:21]=1[C:22]([NH2:24])=[O:23]. The catalyst class is: 88. Reactant: Cl[C:2]1[C:7]([C:8]#[N:9])=[C:6]([C:10]2[CH:15]=[C:14]([O:16][CH3:17])[CH:13]=[CH:12][N:11]=2)[N:5]=[C:4]([S:18][CH3:19])[N:3]=1.[SH:20][CH2:21][C:22]([NH2:24])=[O:23].C(=O)([O-])[O-].[Na+].[Na+].[Na]. (4) Reactant: [OH:1][C:2]1[CH:7]=[CH:6][C:5]([N:8]2[C:16](=[O:17])[C:15]3[C:10](=[CH:11][CH:12]=[CH:13][CH:14]=3)[C:9]2=[O:18])=[CH:4][CH:3]=1.Cl.Cl[CH2:21][CH2:22][N:23]1[CH2:28][CH2:27][CH2:26][CH2:25][CH2:24]1.C([O-])([O-])=O.[K+].[K+]. Product: [N:23]1([CH2:22][CH2:21][O:1][C:2]2[CH:3]=[CH:4][C:5]([N:8]3[C:16](=[O:17])[C:15]4[C:10](=[CH:11][CH:12]=[CH:13][CH:14]=4)[C:9]3=[O:18])=[CH:6][CH:7]=2)[CH2:28][CH2:27][CH2:26][CH2:25][CH2:24]1. The catalyst class is: 3. (5) Product: [C:25]([O:29][C:30](=[O:31])[NH:32][C@@H:33]([C@H:45]([CH3:53])[CH2:46][CH:47]([CH3:52])[CH2:48][CH2:49][CH:50]=[CH2:51])[C:34]([N:36]1[CH2:40][C@H:39]([OH:41])[CH2:38][C@H:37]1[C:42](=[O:43])[NH:55][C@:56]1([C:61](=[O:62])[NH:63][S:64]([C:67]2([CH2:70][F:71])[CH2:69][CH2:68]2)(=[O:66])=[O:65])[CH2:58][C@H:57]1[CH:59]=[CH2:60])=[O:35])([CH3:28])([CH3:27])[CH3:26]. Reactant: CN(C(ON1N=NC2C=CC=NC1=2)=[N+](C)C)C.F[P-](F)(F)(F)(F)F.[C:25]([O:29][C:30]([NH:32][C@@H:33]([C@H:45]([CH3:53])[CH2:46][CH:47]([CH3:52])[CH2:48][CH2:49][CH:50]=[CH2:51])[C:34]([N:36]1[CH2:40][C@H:39]([OH:41])[CH2:38][C@H:37]1[C:42](O)=[O:43])=[O:35])=[O:31])([CH3:28])([CH3:27])[CH3:26].Cl.[NH2:55][C@:56]1([C:61]([NH:63][S:64]([C:67]2([CH2:70][F:71])[CH2:69][CH2:68]2)(=[O:66])=[O:65])=[O:62])[CH2:58][C@H:57]1[CH:59]=[CH2:60].C(N(CC)CC)C. The catalyst class is: 2. (6) Reactant: C([O-])([O-])=O.[Na+].[Na+].Br[C:8]1[CH:13]=[CH:12][C:11]([Cl:14])=[CH:10][N:9]=1.[F:15][C:16]1[CH:17]=[C:18](B(O)O)[CH:19]=[CH:20][C:21]=1[O:22][CH3:23]. Product: [Cl:14][C:11]1[CH:12]=[CH:13][C:8]([C:18]2[CH:19]=[CH:20][C:21]([O:22][CH3:23])=[C:16]([F:15])[CH:17]=2)=[N:9][CH:10]=1. The catalyst class is: 108.